Task: Binary Classification. Given a drug SMILES string, predict its activity (active/inactive) in a high-throughput screening assay against a specified biological target.. Dataset: HIV replication inhibition screening data with 41,000+ compounds from the AIDS Antiviral Screen (1) The drug is COc1cc(C=C(C#N)c2ccccc2)cc(OC)c1. The result is 0 (inactive). (2) The drug is O=C1NC2(CCCCC2)OC12CCCCC2. The result is 0 (inactive). (3) The drug is CCCCCCCCCCCCCCCCCC(=O)OCC(COP(=O)(O)OCCNC(=O)CCC(=O)OCCC=C(c1cc(Cl)c(OC)c(C(=O)OC)c1)c1cc(Cl)c(OC)c(C(=O)OC)c1)OC(=O)CCCCCCCCCCCCCCCCC. The result is 0 (inactive).